From a dataset of Experimentally validated miRNA-target interactions with 360,000+ pairs, plus equal number of negative samples. Binary Classification. Given a miRNA mature sequence and a target amino acid sequence, predict their likelihood of interaction. (1) The miRNA is hsa-miR-4282 with sequence UAAAAUUUGCAUCCAGGA. The protein sequence of the target gene is MSDSGSYGQSGGEQQSYSTYGNPGSQGYGQASQSYSGYGQTTDSSYGQNYSGYSSYGQSQSGYSQSYGGYENQKQSSYSQQPYNNQGQQQNMESSGSQGGRAPSYDQPDYGQQDSYDQQSGYDQHQGSYDEQSNYDQQHDSYSQNQQSYHSQRENYSHHTQDDRRDVSRYGEDNRGYGGSQGGGRGRGGYDKDGRGPMTGSSGGDRGGFKNFGGHRDYGPRTDADSESDNSDNNTIFVQGLGEGVSTDQVGEFFKQIGIIKTNKKTGKPMINLYTDKDTGKPKGEATVSFDDPPSAKAAI.... Result: 0 (no interaction). (2) The miRNA is hsa-miR-4722-3p with sequence ACCUGCCAGCACCUCCCUGCAG. The protein sequence of the target gene is MDGVAEFSEYVSETVDVPSPFDLLEPPTSGGFLKLSKPCCYIFPGGRGDSALFAVNGFNILVDGGSDRKSCFWKLVRHLDRIDSVLLTHIGADNLPGINGLLQRKVAELEEEQSQGSSSYSDWVKNLISPELGVVFFNVPEKLRLPDASRKAKRSIEEACLTLQHLNRLGIQAEPLYRVVSNTIEPLTLFHKMGVGRLDMYVLNPVKDSKEMQFLMQKWAGNSKAKTGIVLPNGKEAEISVPYLTSITALVVWLPANPTEKIVRVLFPGNAPQNKILEGLEKLRHLDFLRYPVATQKDLA.... Result: 0 (no interaction). (3) The miRNA is gga-miR-9-5p with sequence UCUUUGGUUAUCUAGCUGUAUGA. The protein sequence of the target gene is MNAETCVSYCESPAAAMDAYYSPVSQSREGSSPFRGFPGGDKFGTTFLSAGAKGQGFGDAKSRARYGAGQQDLAAPLESSSGARGSFNKFQPQPPTPQPPPAPPAPPAHLYLQRGACKTPPDGSLKLQEGSGGHNAALQVPCYAKESNLGEPELPPDSEPVGMDNSYLSVKETGAKGPQDRASAEIPSPLEKTDSESNKGKKRRNRTTFTSYQLEELEKVFQKTHYPDVYAREQLAMRTDLTEARVQVWFQNRRAKWRKRERFGQMQQVRTHFSTAYELPLLTRAENYAQIQNPSWIGNN.... Result: 0 (no interaction). (4) The miRNA is hsa-miR-6773-3p with sequence ACUGUCACUUCUCUGCCCAUAG. The protein sequence of the target gene is MYAAVEHGPVLCSDSNILCLSWKGRVPKSEKEKPVCRRRYYEEGWLATGNGRGVVGVTFTSSHCRRDRSTPQRINFNLRGHNSEVVLVRWNEPYQKLATCDADGGIFVWIQYEGRWSVELVNDRGAQVSDFTWSHDGTQALISYRDGFVLVGSVSGQRHWSSEINLESQITCGIWTPDDQQVLFGTADGQVIVMDCHGRMLAHVLLHESDGVLGMSWNYPIFLVEDSSESDTDSDDYAPPQDGPAAYPIPVQNIKPLLTVSFTSGDISLMNNYDDLSPTVIRSGLKEVVAQWCTQGDLLA.... Result: 1 (interaction). (5) The miRNA is mmu-miR-704 with sequence AGACAUGUGCUCUGCUCCUAG. The protein sequence of the target gene is MQSFREQSSYHGNQQSYPQEVHGSSRLEEFSPRQAQMFQNFGGTGGSSGSSGSGSGGGRRGAAAAAAAMASETSGHQGYQGFRKEAGDFYYMAGNKDPVTTGTPQPPQRRPSGPVQSYGPPQGSSFGNQYGSEGHVGQFQAQHSGLGGVSHYQQDYTGPFSPGSAQYQQQASSQQQQQQVQQLRQQLYQSHQPLPQATGQPASSSSHLQPMQRPSTLPSSAAGYQLRVGQFGQHYQSSASSSSSSSFPSPQRFSQSGQSYDGSYNVNAGSQYEGHNVGSNAQAYGTQSNYSYQPQSMKNF.... Result: 0 (no interaction). (6) The miRNA is hsa-miR-762 with sequence GGGGCUGGGGCCGGGGCCGAGC. The protein sequence of the target gene is MEAAAEPGNLAGVRHIILVLSGKGGVGKSTISTELALALRHAGKKVGILDVDLCGPSIPRMLGAQGRAVHQCDRGWAPVFLDREQSISLMSVGFLLEKPDEAVVWRGPKKNALIKQFVSDVAWGELDYLVVDTPPGTSDEHMATIEALRPYQPLGALVVTTPQAVSVGDVRRELTFCRKTGLRVMGIVENMSGFTCPHCTECTSVFSRGGGEELAQLAGVPFLGSVPLDPALMRTLEEGHDFIQEFPGSPAFAALTSIAQKILDATPACLP. Result: 0 (no interaction).